From a dataset of HIV replication inhibition screening data with 41,000+ compounds from the AIDS Antiviral Screen. Binary Classification. Given a drug SMILES string, predict its activity (active/inactive) in a high-throughput screening assay against a specified biological target. The molecule is COc1cc(C=CC(=O)c2c([O-])on[n+]2-c2ccccc2)ccc1O. The result is 0 (inactive).